Predict the product of the given reaction. From a dataset of Forward reaction prediction with 1.9M reactions from USPTO patents (1976-2016). (1) Given the reactants Cl.[N:2]1([CH2:7][C:8]([OH:10])=O)[CH:6]=[N:5][CH:4]=[N:3]1.[F:11][C:12]1[CH:43]=[CH:42][C:15]([O:16][C:17]2[CH:22]=[CH:21][C:20]([NH:23][C:24]([C@@H:26]3[CH2:30][C@@H:29]([CH2:31][C:32]4[CH:37]=[CH:36][CH:35]=[CH:34][C:33]=4[C:38]([F:41])([F:40])[F:39])[CH2:28][NH:27]3)=[O:25])=[CH:19][CH:18]=2)=[CH:14][CH:13]=1, predict the reaction product. The product is: [N:2]1([CH2:7][C:8]([N:27]2[CH2:28][C@H:29]([CH2:31][C:32]3[CH:37]=[CH:36][CH:35]=[CH:34][C:33]=3[C:38]([F:41])([F:40])[F:39])[CH2:30][C@H:26]2[C:24]([NH:23][C:20]2[CH:21]=[CH:22][C:17]([O:16][C:15]3[CH:14]=[CH:13][C:12]([F:11])=[CH:43][CH:42]=3)=[CH:18][CH:19]=2)=[O:25])=[O:10])[CH:6]=[N:5][CH:4]=[N:3]1. (2) The product is: [CH:36]1([CH2:35][O:34][C:28]2[CH:29]=[CH:30][CH:31]=[C:32]([OH:33])[C:27]=2[C:4]2[CH:5]=[C:6]([CH:14]3[CH2:19][CH2:18][CH2:17][N:16]([C:20]([O:22][C:23]([CH3:26])([CH3:25])[CH3:24])=[O:21])[CH2:15]3)[C:7]3[CH2:8][N:9]([S:10]([CH3:13])(=[O:11])=[O:12])[C:47](=[O:49])[NH:1][C:2]=3[N:3]=2)[CH2:37][CH2:38]1. Given the reactants [NH2:1][C:2]1[C:7]([CH2:8][NH:9][S:10]([CH3:13])(=[O:12])=[O:11])=[C:6]([CH:14]2[CH2:19][CH2:18][CH2:17][N:16]([C:20]([O:22][C:23]([CH3:26])([CH3:25])[CH3:24])=[O:21])[CH2:15]2)[CH:5]=[C:4]([C:27]2[C:32]([OH:33])=[CH:31][CH:30]=[CH:29][C:28]=2[O:34][CH2:35][CH:36]2[CH2:38][CH2:37]2)[N:3]=1.C(N(CC)CC)C.Cl[C:47](Cl)([O:49]C(=O)OC(Cl)(Cl)Cl)Cl, predict the reaction product. (3) Given the reactants [C:1](=[O:4])([O-])[O-].[K+].[K+].[CH2:7](I)[CH2:8][CH2:9][CH3:10].O[C:13]1[CH:20]=[C:19]([OH:21])[CH:18]=[CH:17][C:14]=1[CH:15]=[O:16].CI, predict the reaction product. The product is: [CH2:7]([O:21][C:19]1[CH:20]=[CH:13][C:14]([CH:15]=[O:16])=[C:17]([O:4][CH3:1])[CH:18]=1)[CH2:8][CH2:9][CH3:10].